This data is from Full USPTO retrosynthesis dataset with 1.9M reactions from patents (1976-2016). The task is: Predict the reactants needed to synthesize the given product. Given the product [CH2:1]([O:8][C:9]1[CH:18]=[C:17]2[C:12]([C:13]([O:23][C:24]3[CH:29]=[CH:28][C:27]([NH:30][C:31](=[O:38])[C:32]4[CH:37]=[CH:36][CH:35]=[CH:34][CH:33]=4)=[CH:26][CH:25]=3)=[C:14]([Br:19])[CH:15]=[N:16]2)=[CH:11][C:10]=1[O:21][CH3:22])[C:2]1[CH:7]=[CH:6][CH:5]=[CH:4][CH:3]=1, predict the reactants needed to synthesize it. The reactants are: [CH2:1]([O:8][C:9]1[CH:18]=[C:17]2[C:12]([C:13](Cl)=[C:14]([Br:19])[CH:15]=[N:16]2)=[CH:11][C:10]=1[O:21][CH3:22])[C:2]1[CH:7]=[CH:6][CH:5]=[CH:4][CH:3]=1.[OH:23][C:24]1[CH:29]=[CH:28][C:27]([NH:30][C:31](=[O:38])[C:32]2[CH:37]=[CH:36][CH:35]=[CH:34][CH:33]=2)=[CH:26][CH:25]=1.